Dataset: Reaction yield outcomes from USPTO patents with 853,638 reactions. Task: Predict the reaction yield, written as a fraction of the theoretical maximum amount of product (1.0 means a 100% yield; for example, 0.34 means a 34% yield). (1) The reactants are [Cl:1][C:2]1[CH:9]=[CH:8][CH:7]=[CH:6][C:3]=1[CH:4]=O.[CH3:10][C:11]([CH3:13])=[O:12].[OH-].[Na+].O. The product is [Cl:1][C:2]1[CH:9]=[CH:8][CH:7]=[CH:6][C:3]=1[CH:4]=[CH:10][C:11](=[O:12])[CH:13]=[CH:4][C:3]1[CH:6]=[CH:7][CH:8]=[CH:9][C:2]=1[Cl:1]. The yield is 0.670. The catalyst is C(O)C. (2) The reactants are Cl.Cl.[NH2:3][C@@H:4]1[CH2:9][CH2:8][C@H:7]([C:10]([N:12]2[CH2:17][CH2:16][N:15]([CH:18]([CH3:20])[CH3:19])[CH2:14][CH2:13]2)=[O:11])[CH2:6][CH2:5]1.Cl[C:22](OC1C=CC=CC=1)=[O:23].CCN(CC)CC.[CH2:38]([NH:45][CH:46]([CH3:48])[CH3:47])[C:39]1[CH:44]=[CH:43][CH:42]=[CH:41][CH:40]=1. The catalyst is C(Cl)Cl. The product is [CH2:38]([N:45]([CH:46]([CH3:48])[CH3:47])[C:22]([NH:3][C@H:4]1[CH2:9][CH2:8][C@H:7]([C:10]([N:12]2[CH2:13][CH2:14][N:15]([CH:18]([CH3:20])[CH3:19])[CH2:16][CH2:17]2)=[O:11])[CH2:6][CH2:5]1)=[O:23])[C:39]1[CH:44]=[CH:43][CH:42]=[CH:41][CH:40]=1. The yield is 0.620. (3) The yield is 0.980. The catalyst is C1COCC1.C(OCC)C. The product is [C:11]([NH:15][S:7]([C:5]1[S:6][C:2]([Cl:1])=[CH:3][CH:4]=1)(=[O:9])=[O:8])([CH3:14])([CH3:13])[CH3:12]. The reactants are [Cl:1][C:2]1[S:6][C:5]([S:7](Cl)(=[O:9])=[O:8])=[CH:4][CH:3]=1.[C:11]([NH2:15])([CH3:14])([CH3:13])[CH3:12]. (4) The reactants are [N:1]1([N:9]2[CH2:14][CH2:13][CH2:12][CH2:11][CH2:10]2)[CH2:6][CH2:5][C:4](=O)[CH2:3][C:2]1=[O:8].[Cl:15][C:16]1[CH:21]=[C:20]([Cl:22])[CH:19]=[CH:18][C:17]=1[NH:23][CH2:24][C:25]([CH3:27])=O.CC1C=CC(S(O)(=O)=O)=CC=1. The catalyst is C1(C)C=CC=CC=1. The product is [Cl:15][C:16]1[CH:21]=[C:20]([Cl:22])[CH:19]=[CH:18][C:17]=1[N:23]1[C:4]2[CH2:5][CH2:6][N:1]([N:9]3[CH2:14][CH2:13][CH2:12][CH2:11][CH2:10]3)[C:2](=[O:8])[C:3]=2[C:25]([CH3:27])=[CH:24]1. The yield is 0.430. (5) The yield is 0.550. The catalyst is Br. The product is [Br:34][C:21]1[C:4]2[N:3]=[C:2]([CH3:1])[N:6]([CH2:7][C:8]3[C:17]4[C:12](=[CH:13][CH:14]=[CH:15][CH:16]=4)[CH:11]=[CH:10][CH:9]=3)[C:5]=2[CH:18]=[C:19]([N:23]2[CH2:28][CH2:27][O:26][CH2:25][CH2:24]2)[CH:20]=1. The reactants are [CH3:1][C:2]1[N:6]([CH2:7][C:8]2[C:17]3[C:12](=[CH:13][CH:14]=[CH:15][CH:16]=3)[CH:11]=[CH:10][CH:9]=2)[C:5]2[CH:18]=[C:19]([N:23]3[CH2:28][CH2:27][O:26][CH2:25][CH2:24]3)[CH:20]=[C:21](N)[C:4]=2[N:3]=1.N([O-])=O.[Na+].[Na+].[Br-:34].C([O-])(O)=O.[Na+]. (6) The product is [CH3:14][O:13][C:12]1[CH:11]=[CH:10][CH:9]=[C:8]2[C:7]=1[C:6](=[O:17])[O:16][CH2:15]2. The reactants are [BH4-].[Na+].C(N(CC)[C:6](=[O:17])[C:7]1[C:12]([O:13][CH3:14])=[CH:11][CH:10]=[CH:9][C:8]=1[CH:15]=[O:16])C. The catalyst is CO. The yield is 0.980.